From a dataset of HIV replication inhibition screening data with 41,000+ compounds from the AIDS Antiviral Screen. Binary Classification. Given a drug SMILES string, predict its activity (active/inactive) in a high-throughput screening assay against a specified biological target. (1) The drug is O=C1Nc2cc([N+](=O)[O-])ccc2NC1=CC(=O)c1ccc(Cl)cc1. The result is 0 (inactive). (2) The drug is Sc1nnc(S)c2[nH]cnc12. The result is 0 (inactive).